This data is from Forward reaction prediction with 1.9M reactions from USPTO patents (1976-2016). The task is: Predict the product of the given reaction. The product is: [CH3:12][C:3]1[C:4]([C:5]([N:35]2[CH2:36][CH2:37][CH:32]([N:27]3[CH2:31][CH2:30][CH2:29][CH2:28]3)[CH2:33][CH2:34]2)=[O:7])=[C:8]([CH3:11])[CH:9]=[CH:10][C:2]=1[C:20]1[CH:19]=[CH:18][CH:17]=[C:16]([O:15][C:14]([F:26])([F:25])[F:13])[CH:21]=1. Given the reactants Br[C:2]1[C:3]([CH3:12])=[C:4]([C:8]([CH3:11])=[CH:9][CH:10]=1)[C:5]([OH:7])=O.[F:13][C:14]([F:26])([F:25])[O:15][C:16]1[CH:17]=[C:18](B(O)O)[CH:19]=[CH:20][CH:21]=1.[N:27]1([CH:32]2[CH2:37][CH2:36][NH:35][CH2:34][CH2:33]2)[CH2:31][CH2:30][CH2:29][CH2:28]1, predict the reaction product.